This data is from Catalyst prediction with 721,799 reactions and 888 catalyst types from USPTO. The task is: Predict which catalyst facilitates the given reaction. (1) Reactant: [CH3:1][N:2]1[C@@H:12]2[CH2:13][C:14]3[CH:19]=[CH:18][C:17]([OH:20])=[C:16]4[O:21][C@H:6]5[C:7]([CH:9]=[CH:10][C@:11]2([OH:22])[C@:5]5([C:15]=34)[CH2:4][CH2:3]1)=[O:8].[C:23](OCC=C)(=O)[CH3:24].C(N(CC)CC)C. Product: [CH2:23]=[CH:24][CH2:1][N:2]1[C@@H:12]2[CH2:13][C:14]3[CH:19]=[CH:18][C:17]([OH:20])=[C:16]4[O:21][C@H:6]5[C:7]([CH2:9][CH2:10][C@:11]2([OH:22])[C@:5]5([C:15]=34)[CH2:4][CH2:3]1)=[O:8]. The catalyst class is: 11. (2) Reactant: [C:1]([O:5][C:6]([N:8]1[CH:13]=[C:12](B2OC(C)(C)C(C)(C)O2)[CH2:11][CH2:10][CH2:9]1)=[O:7])([CH3:4])([CH3:3])[CH3:2].C([O-])([O-])=O.[Cs+].[Cs+].C(OC(N1CCC([C:42]2[CH:47]=[CH:46][C:45]([C:48](=[O:50])[NH2:49])=[C:44]([C:51]3[CH:56]=[CH:55][C:54]([O:57][C:58]4[CH:63]=[CH:62][CH:61]=[CH:60][CH:59]=4)=[CH:53][CH:52]=3)[N:43]=2)=CC1)=O)(C)(C)C.C(Cl)Cl. Product: [C:1]([O:5][C:6]([N:8]1[CH:13]=[C:12]([C:42]2[CH:47]=[CH:46][C:45]([C:48](=[O:50])[NH2:49])=[C:44]([C:51]3[CH:56]=[CH:55][C:54]([O:57][C:58]4[CH:63]=[CH:62][CH:61]=[CH:60][CH:59]=4)=[CH:53][CH:52]=3)[N:43]=2)[CH2:11][CH2:10][CH2:9]1)=[O:7])([CH3:2])([CH3:3])[CH3:4]. The catalyst class is: 75. (3) Reactant: [F:1][C:2]1[CH:7]=[CH:6][C:5]([S:8]([NH:11][CH2:12][C:13]2[CH:14]=[CH:15][C:16]([C:19]([OH:21])=O)=[N:17][CH:18]=2)(=[O:10])=[O:9])=[CH:4][CH:3]=1.Cl.[CH3:23][C:24]1[S:25][C:26]([CH2:29][NH2:30])=[CH:27][N:28]=1.C(N(CC)CC)C. Product: [F:1][C:2]1[CH:3]=[CH:4][C:5]([S:8]([NH:11][CH2:12][C:13]2[CH:14]=[CH:15][C:16]([C:19]([NH:30][CH2:29][C:26]3[S:25][C:24]([CH3:23])=[N:28][CH:27]=3)=[O:21])=[N:17][CH:18]=2)(=[O:9])=[O:10])=[CH:6][CH:7]=1. The catalyst class is: 9. (4) Reactant: [C:1]([C:3]1[CH:8]=[CH:7][C:6]([N:9]2[C:14](=[O:15])[C:13]3[CH:16]=[CH:17][CH:18]=[N:19][C:12]=3[N:11]=[C:10]2[C@H:20]([NH:22]C(=O)OC(C)(C)C)[CH3:21])=[CH:5][CH:4]=1)#[N:2].C(O)(C(F)(F)F)=O. Product: [NH2:22][C@@H:20]([C:10]1[N:9]([C:6]2[CH:7]=[CH:8][C:3]([C:1]#[N:2])=[CH:4][CH:5]=2)[C:14](=[O:15])[C:13]2[CH:16]=[CH:17][CH:18]=[N:19][C:12]=2[N:11]=1)[CH3:21]. The catalyst class is: 2. (5) Reactant: [N:1]([CH2:4][C:5]([O:7][CH3:8])=[O:6])=[N+]=[N-].[CH2:9]([O:16][C:17]1[CH:24]=[CH:23][C:20]([CH:21]=O)=[CH:19][C:18]=1[F:25])[C:10]1[CH:15]=[CH:14][CH:13]=[CH:12][CH:11]=1.C[O-].[Na+]. Product: [CH3:8][O:7][C:5]([C:4]1[NH:1][C:23]2[C:20]([CH:21]=1)=[CH:19][C:18]([F:25])=[C:17]([O:16][CH2:9][C:10]1[CH:15]=[CH:14][CH:13]=[CH:12][CH:11]=1)[CH:24]=2)=[O:6]. The catalyst class is: 11.